From a dataset of Full USPTO retrosynthesis dataset with 1.9M reactions from patents (1976-2016). Predict the reactants needed to synthesize the given product. (1) Given the product [CH3:19][O:18][C:13]1([O:16][CH3:17])[CH2:10][CH2:11][CH:6]([C:4]([O:3][CH2:1][CH3:2])=[O:5])[CH2:7][CH2:8]1, predict the reactants needed to synthesize it. The reactants are: [CH2:1]([O:3][C:4]([CH:6]1[CH2:11][CH2:10]C(=O)[CH2:8][CH2:7]1)=[O:5])[CH3:2].[CH:13]([O:18][CH3:19])([O:16][CH3:17])OC. (2) Given the product [CH3:1][C:2]1([C:21]([OH:23])=[O:22])[O:7][CH2:6][CH:5]([CH2:8][C:9]2[N:10]=[C:11]([C:15]3[CH:20]=[CH:19][CH:18]=[CH:17][CH:16]=3)[O:12][C:13]=2[CH3:14])[CH2:4][O:3]1, predict the reactants needed to synthesize it. The reactants are: [CH3:1][C:2]1([C:21]([O:23]C)=[O:22])[O:7][CH2:6][CH:5]([CH2:8][C:9]2[N:10]=[C:11]([C:15]3[CH:20]=[CH:19][CH:18]=[CH:17][CH:16]=3)[O:12][C:13]=2[CH3:14])[CH2:4][O:3]1.C1COCC1.[OH-].[Li+]. (3) Given the product [Cl:5][C:6]1[CH:11]=[CH:10][C:9]([CH:12]([C:26]2[CH:27]=[CH:28][CH:29]=[CH:30][CH:31]=2)[NH:13][C:14](=[O:25])[CH2:15][C:16]2[CH:21]=[CH:20][C:19]([OH:22])=[C:18]([CH3:24])[CH:17]=2)=[C:8]([CH3:32])[CH:7]=1, predict the reactants needed to synthesize it. The reactants are: B(Br)(Br)Br.[Cl:5][C:6]1[CH:11]=[CH:10][C:9]([CH:12]([C:26]2[CH:31]=[CH:30][CH:29]=[CH:28][CH:27]=2)[NH:13][C:14](=[O:25])[CH2:15][C:16]2[CH:21]=[CH:20][C:19]([O:22]C)=[C:18]([CH3:24])[CH:17]=2)=[C:8]([CH3:32])[CH:7]=1. (4) Given the product [C:22]([C:26]1[CH:30]=[C:29]([NH:31][C:32]([NH:1][C:2]2[CH:19]=[CH:18][C:5]([O:6][C:7]3[C:12]4[N:13]=[CH:14][C:15](=[O:17])[NH:16][C:11]=4[N:10]=[CH:9][CH:8]=3)=[CH:4][C:3]=2[S:20][CH3:21])=[O:33])[N:28]([C:34]2[CH:39]=[N:38][C:37]([O:40][CH3:41])=[CH:36][CH:35]=2)[N:27]=1)([CH3:25])([CH3:23])[CH3:24], predict the reactants needed to synthesize it. The reactants are: [NH2:1][C:2]1[CH:19]=[CH:18][C:5]([O:6][C:7]2[C:12]3[N:13]=[CH:14][C:15](=[O:17])[NH:16][C:11]=3[N:10]=[CH:9][CH:8]=2)=[CH:4][C:3]=1[S:20][CH3:21].[C:22]([C:26]1[CH:30]=[C:29]([N:31]=[C:32]=[O:33])[N:28]([C:34]2[CH:35]=[CH:36][C:37]([O:40][CH3:41])=[N:38][CH:39]=2)[N:27]=1)([CH3:25])([CH3:24])[CH3:23]. (5) Given the product [N+:1]([C:4]1[CH:9]=[CH:8][CH:7]=[CH:6][C:5]=1[C:10]1[S:12][CH:14]=[C:15]([CH2:16][C:17]([O:19][CH2:20][CH3:21])=[O:18])[N:11]=1)([O-:3])=[O:2], predict the reactants needed to synthesize it. The reactants are: [N+:1]([C:4]1[CH:9]=[CH:8][CH:7]=[CH:6][C:5]=1[C:10](=[S:12])[NH2:11])([O-:3])=[O:2].Br[CH2:14][C:15](=O)[CH2:16][C:17]([O:19][CH2:20][CH3:21])=[O:18]. (6) Given the product [ClH:41].[OH:27][C@H:24]1[CH2:25][CH2:26][C@@:21]([C@H:20]2[CH2:19][CH2:18][C:17]3[C:16]([CH3:32])([CH3:43])[CH2:15][CH2:14][C:13]=3[C@@H:12]2[CH2:11][NH:10][C:9]([NH2:8])=[NH:33])([CH3:30])[C@@H:22]([CH2:28][OH:29])[CH2:23]1, predict the reactants needed to synthesize it. The reactants are: C(OC([NH:8]/[C:9](=[N:33]\C(=O)OC(C)(C)C)/[NH:10][CH2:11][C@@H:12]1[C@@H:20]([C@@:21]2([CH3:30])[CH2:26][CH2:25][C@H:24]([OH:27])[CH2:23][C@@H:22]2[CH2:28][OH:29])[CH2:19][CH2:18][C@@:17]2(C)[C@H:13]1[CH2:14][CH2:15][C:16]2=[CH2:32])=O)(C)(C)C.[ClH:41].O1CCOC[CH2:43]1. (7) Given the product [CH:5]1([C:6]([O:8][CH3:9])=[O:7])[CH2:20][CH2:19][CH:2]([C:1]([O:11][CH3:12])=[O:10])[CH2:3][CH:4]1[C:13]([O:17][CH3:18])=[O:16], predict the reactants needed to synthesize it. The reactants are: [C:1]([O:11][CH3:12])(=[O:10])/[CH:2]=[CH:3]/[CH:4]=[CH:5]/[C:6]([O:8][CH3:9])=[O:7].[C:13]([O:17][CH3:18])(=[O:16])C=C.[C:19](C1C=CC=C(O)C=1O)(C)(C)[CH3:20]. (8) Given the product [C:32](=[O:33])([O:17][CH2:16][CH2:15][C:10]1[CH:11]=[CH:12][CH:13]=[CH:14][C:9]=1[NH:8][C:6]1[CH:5]=[CH:4][C:3]([C:18](=[O:19])[C:20]2[CH:25]=[CH:24][CH:23]=[CH:22][C:21]=2[CH3:26])=[C:2]([Cl:1])[CH:7]=1)[O:31][C:27]([CH3:30])([CH3:29])[CH3:28], predict the reactants needed to synthesize it. The reactants are: [Cl:1][C:2]1[CH:7]=[C:6]([NH:8][C:9]2[CH:14]=[CH:13][CH:12]=[CH:11][C:10]=2[CH2:15][CH2:16][OH:17])[CH:5]=[CH:4][C:3]=1[C:18]([C:20]1[CH:25]=[CH:24][CH:23]=[CH:22][C:21]=1[CH3:26])=[O:19].[C:27]([O:31][C:32](ONC(C1C=CC=CC=1)C#N)=[O:33])([CH3:30])([CH3:29])[CH3:28].O.CCOC(C)=O. (9) Given the product [CH3:24][C:23]1([OH:25])[CH:10]2[C:9]([C:8]3[CH:14]=[CH:15][CH:16]=[CH:17][C:7]=3[O:6][C:5]3[CH:4]=[CH:3][CH:2]=[CH:1][C:11]=32)=[N:12][O:13]1, predict the reactants needed to synthesize it. The reactants are: [CH:1]1[C:11]2[CH2:10][C:9](=[N:12][OH:13])[C:8]3[CH:14]=[CH:15][CH:16]=[CH:17][C:7]=3[O:6][C:5]=2[CH:4]=[CH:3][CH:2]=1.C([Li])CCC.[C:23](OCC)(=[O:25])[CH3:24].O. (10) The reactants are: [OH:1][CH:2]1[CH2:5][N:4]([C:6]([N:8]2[CH2:13][CH:12]([C:14]3[CH:19]=[CH:18][C:17]([C:20]([F:23])([F:22])[F:21])=[CH:16][CH:15]=3)[CH2:11][CH:10]([C:24]([OH:26])=O)[CH2:9]2)=[O:7])[CH2:3]1.[F:27][C:28]1[CH:29]=[C:30]([C:34](=[NH:37])[NH:35]O)[CH:31]=[CH:32][CH:33]=1. Given the product [F:27][C:28]1[CH:29]=[C:30]([C:34]2[N:37]=[C:24]([CH:10]3[CH2:11][CH:12]([C:14]4[CH:15]=[CH:16][C:17]([C:20]([F:23])([F:21])[F:22])=[CH:18][CH:19]=4)[CH2:13][N:8]([C:6]([N:4]4[CH2:5][CH:2]([OH:1])[CH2:3]4)=[O:7])[CH2:9]3)[O:26][N:35]=2)[CH:31]=[CH:32][CH:33]=1, predict the reactants needed to synthesize it.